This data is from Full USPTO retrosynthesis dataset with 1.9M reactions from patents (1976-2016). The task is: Predict the reactants needed to synthesize the given product. (1) The reactants are: C(N(CC)CC)C.[C:8]([O:12][C:13]([N:15]1[CH2:19][CH:18]=[CH:17][C@H:16]1[CH2:20][CH2:21]O)=[O:14])([CH3:11])([CH3:10])[CH3:9].[CH3:23][S:24](Cl)(=[O:26])=[O:25]. Given the product [C:8]([O:12][C:13]([N:15]1[CH2:19][CH:18]=[CH:17][C@H:16]1[CH2:20][CH2:21][S:24]([CH3:23])(=[O:26])=[O:25])=[O:14])([CH3:11])([CH3:10])[CH3:9], predict the reactants needed to synthesize it. (2) The reactants are: I[C:2]1[CH:3]=[CH:4][C:5]2[N:6]([CH:8]=[CH:9][N:10]=2)[CH:7]=1.CN(C)C=O.C(=O)([O-])O.[Na+].[F:21][C:22]1[CH:23]=[C:24](B(O)O)[CH:25]=[CH:26][CH:27]=1. Given the product [F:21][C:22]1[CH:27]=[C:26]([C:2]2[CH:3]=[CH:4][C:5]3[N:6]([CH:8]=[CH:9][N:10]=3)[CH:7]=2)[CH:25]=[CH:24][CH:23]=1, predict the reactants needed to synthesize it. (3) Given the product [CH2:33]([O:32][C:30](=[O:31])[CH2:29][O:21][C:5]1[CH:4]=[CH:3][C:2]([Cl:1])=[CH:20][C:6]=1[C:7](=[O:8])[NH:9][CH2:10][CH2:11][C:12]1[N:13]=[C:14]([CH:17]([CH3:19])[CH3:18])[S:15][CH:16]=1)[CH3:34], predict the reactants needed to synthesize it. The reactants are: [Cl:1][C:2]1[CH:3]=[CH:4][C:5]([OH:21])=[C:6]([CH:20]=1)[C:7]([NH:9][CH2:10][CH2:11][C:12]1[N:13]=[C:14]([CH:17]([CH3:19])[CH3:18])[S:15][CH:16]=1)=[O:8].C(=O)([O-])[O-].[K+].[K+].Br[CH2:29][C:30]([O:32][CH2:33][CH3:34])=[O:31]. (4) Given the product [Cl:1][C:19]1[C:20]([CH3:22])=[CH:21][C:16]([O:15][CH3:14])=[N:17][CH:18]=1, predict the reactants needed to synthesize it. The reactants are: [Cl:1]N1C(=O)CCC1=O.CN(C)C=O.[CH3:14][O:15][C:16]1[CH:21]=[C:20]([CH3:22])[CH:19]=[CH:18][N:17]=1. (5) The reactants are: N[C:2]1[CH:9]=[CH:8][C:7]([Br:10])=[CH:6][C:3]=1[C:4]#[N:5].N(OC(C)(C)C)=O.[I:18]I.[O-]S([O-])=O.[Na+].[Na+]. Given the product [Br:10][C:7]1[CH:8]=[CH:9][C:2]([I:18])=[C:3]([CH:6]=1)[C:4]#[N:5], predict the reactants needed to synthesize it. (6) Given the product [CH3:31][O:30][C:27]1[CH:26]=[CH:25][C:24]([CH2:23][N:17]2[C:15]3[N:16]=[C:11]([NH:10][C:8]4[CH:9]=[C:5]([C:3]([OH:4])=[O:2])[N:6]([CH3:33])[CH:7]=4)[N:12]=[C:13]([CH3:32])[C:14]=3[CH:20]=[C:19]([CH3:21])[C:18]2=[O:22])=[CH:29][CH:28]=1, predict the reactants needed to synthesize it. The reactants are: C[O:2][C:3]([C:5]1[N:6]([CH3:33])[CH:7]=[C:8]([NH:10][C:11]2[N:12]=[C:13]([CH3:32])[C:14]3[CH:20]=[C:19]([CH3:21])[C:18](=[O:22])[N:17]([CH2:23][C:24]4[CH:29]=[CH:28][C:27]([O:30][CH3:31])=[CH:26][CH:25]=4)[C:15]=3[N:16]=2)[CH:9]=1)=[O:4].[OH-].[Na+].